From a dataset of Full USPTO retrosynthesis dataset with 1.9M reactions from patents (1976-2016). Predict the reactants needed to synthesize the given product. Given the product [N:55]1([CH2:53][C:50]2[CH:51]=[CH:52][C:47]([CH2:46][N:44]3[CH:45]=[C:40]4[C:41]([N:42]=[C:37]([C:5]#[N:1])[N:38]=[C:39]4[NH:60][CH2:61][C:62]4[C:67]([Cl:68])=[CH:66][CH:65]=[C:64]([OH:69])[C:63]=4[F:71])=[N:43]3)=[CH:48][CH:49]=2)[CH:59]=[CH:58][CH:57]=[N:56]1, predict the reactants needed to synthesize it. The reactants are: [N:1]1(CC2C=CC(CN3C=C4C(N=C(Cl)N=C4NCC4C(Cl)=CC=C(OC)C=4F)=N3)=CC=2)[CH:5]=CC=N1.Cl[C:37]1[N:38]=[C:39]([NH:60][CH2:61][C:62]2[C:67]([Cl:68])=[CH:66][CH:65]=[C:64]([O:69]C)[C:63]=2[F:71])[C:40]2[C:41](=[N:43][N:44]([CH2:46][C:47]3[CH:52]=[CH:51][C:50]([CH:53]([N:55]4[CH:59]=[CH:58][CH:57]=[N:56]4)C)=[CH:49][CH:48]=3)[CH:45]=2)[N:42]=1.